This data is from Full USPTO retrosynthesis dataset with 1.9M reactions from patents (1976-2016). The task is: Predict the reactants needed to synthesize the given product. Given the product [Cl:1][C:2]1[C:3]([CH3:9])=[C:4]([F:8])[CH:5]=[CH:6][C:7]=1[N+:10]([O-:12])=[O:11], predict the reactants needed to synthesize it. The reactants are: [Cl:1][C:2]1[CH:7]=[CH:6][CH:5]=[C:4]([F:8])[C:3]=1[CH3:9].[N+:10]([O-])([O-:12])=[O:11].[K+].